Dataset: Reaction yield outcomes from USPTO patents with 853,638 reactions. Task: Predict the reaction yield, written as a fraction of the theoretical maximum amount of product (1.0 means a 100% yield; for example, 0.34 means a 34% yield). (1) The reactants are CO[C:3](=[O:25])[CH:4]([C:11]1[CH:16]=[CH:15][C:14]([S:17]([CH3:20])(=[O:19])=[O:18])=[C:13]([C:21]([F:24])([F:23])[F:22])[CH:12]=1)[CH2:5][CH:6]1[CH2:10][CH2:9][CH2:8][CH2:7]1.[NH2:26][C:27]1[S:28][CH:29]=[CH:30][N:31]=1.C[O-].[Mg+2].C[O-].CO. No catalyst specified. The product is [CH:6]1([CH2:5][CH:4]([C:11]2[CH:16]=[CH:15][C:14]([S:17]([CH3:20])(=[O:19])=[O:18])=[C:13]([C:21]([F:22])([F:24])[F:23])[CH:12]=2)[C:3]([NH:26][C:27]2[S:28][CH:29]=[CH:30][N:31]=2)=[O:25])[CH2:7][CH2:8][CH2:9][CH2:10]1. The yield is 0.551. (2) The reactants are [CH2:1]([O:8][C:9]1[CH:14]=[CH:13][C:12](Br)=[CH:11][CH:10]=1)[C:2]1[CH:7]=[CH:6][CH:5]=[CH:4][CH:3]=1.[CH3:16][O:17][C:18]([C:20]1[S:21][C:22]([Sn](CCCC)(CCCC)CCCC)=[CH:23][CH:24]=1)=[O:19]. The catalyst is Cl[Pd](Cl)([P](C1C=CC=CC=1)(C1C=CC=CC=1)C1C=CC=CC=1)[P](C1C=CC=CC=1)(C1C=CC=CC=1)C1C=CC=CC=1.CN(C=O)C. The product is [CH3:16][O:17][C:18]([C:20]1[S:21][C:22]([C:12]2[CH:13]=[CH:14][C:9]([O:8][CH2:1][C:2]3[CH:7]=[CH:6][CH:5]=[CH:4][CH:3]=3)=[CH:10][CH:11]=2)=[CH:23][CH:24]=1)=[O:19]. The yield is 0.310. (3) The reactants are [F:1][C:2]1[CH:3]=[C:4]2[C:8](=[CH:9][CH:10]=1)[N:7]([CH3:11])[CH:6]=[C:5]2[CH2:12][NH:13][CH3:14].[NH2:15][C:16]1[N:21]=[CH:20][C:19](/[CH:22]=[CH:23]/[C:24]([OH:26])=O)=[CH:18][CH:17]=1.Cl.O=C1NC2N=CC(/C=C/C(O)=O)=CC=2CC1. No catalyst specified. The product is [NH2:15][C:16]1[N:21]=[CH:20][C:19](/[CH:22]=[CH:23]/[C:24]([N:13]([CH2:12][C:5]2[C:4]3[C:8](=[CH:9][CH:10]=[C:2]([F:1])[CH:3]=3)[N:7]([CH3:11])[CH:6]=2)[CH3:14])=[O:26])=[CH:18][CH:17]=1. The yield is 0.410. (4) The reactants are [N:1]1([C:7]2[C:8]3[S:28][C:27]([CH2:29][N:30]4[CH2:35][CH2:34][N:33]([C:36]([CH3:41])([CH3:40])[C:37]([NH2:39])=[O:38])[CH2:32][CH2:31]4)=[CH:26][C:9]=3[N:10]=[C:11]([Sn](CCCC)(CCCC)CCCC)[N:12]=2)[CH2:6][CH2:5][O:4][CH2:3][CH2:2]1.Br[C:43]1[N:48]2[CH:49]=[C:50]([CH3:52])[N:51]=[C:47]2[CH:46]=[CH:45][CH:44]=1. The catalyst is O1CCOCC1.C1C=CC([P]([Pd]([P](C2C=CC=CC=2)(C2C=CC=CC=2)C2C=CC=CC=2)([P](C2C=CC=CC=2)(C2C=CC=CC=2)C2C=CC=CC=2)[P](C2C=CC=CC=2)(C2C=CC=CC=2)C2C=CC=CC=2)(C2C=CC=CC=2)C2C=CC=CC=2)=CC=1.S1C=CC=C1C([O-])=O.[Cu+]. The product is [CH3:41][C:36]([N:33]1[CH2:34][CH2:35][N:30]([CH2:29][C:27]2[S:28][C:8]3[C:7]([N:1]4[CH2:2][CH2:3][O:4][CH2:5][CH2:6]4)=[N:12][C:11]([C:43]4[N:48]5[CH:49]=[C:50]([CH3:52])[N:51]=[C:47]5[CH:46]=[CH:45][CH:44]=4)=[N:10][C:9]=3[CH:26]=2)[CH2:31][CH2:32]1)([CH3:40])[C:37]([NH2:39])=[O:38]. The yield is 0.470. (5) The reactants are C([N:8](CC1C=CC=CC=1)[C:9]1[CH:14]=[CH:13][C:12]([C:15]2[CH:24]=[C:23]3[C:18]([CH:19]=[CH:20][CH:21]=[N:22]3)=[C:17]([N:25]3[CH2:30][CH2:29][O:28][CH2:27][CH2:26]3)[N:16]=2)=[CH:11][C:10]=1[C:31]([F:34])([F:33])[F:32])C1C=CC=CC=1.C1CC=CCC=1. The catalyst is CCO.[OH-].[OH-].[Pd+2]. The product is [N:25]1([C:17]2[N:16]=[C:15]([C:12]3[CH:13]=[CH:14][C:9]([NH2:8])=[C:10]([C:31]([F:33])([F:32])[F:34])[CH:11]=3)[CH:24]=[C:23]3[C:18]=2[CH:19]=[CH:20][CH:21]=[N:22]3)[CH2:30][CH2:29][O:28][CH2:27][CH2:26]1. The yield is 0.510. (6) The reactants are [CH3:1][O:2][C:3]1[CH:4]=[CH:5][C:6]2[O:10][C:9]([C:11](=O)[CH2:12][CH2:13][CH2:14][CH2:15][S:16][CH3:17])=[C:8]([CH3:19])[C:7]=2[CH:20]=1.[NH2:21][C:22]1[CH:31]=[CH:30][C:25]([C:26]([O:28][CH3:29])=[O:27])=[CH:24][CH:23]=1.C(=O)([O-])O.[Na+].C([BH3-])#N.[Na+]. The catalyst is C(Cl)Cl.O1CCCC1.[Ti](Cl)(Cl)(Cl)Cl.C(O)(=O)C.C(N(CC)CC)C. The product is [CH3:1][O:2][C:3]1[CH:4]=[CH:5][C:6]2[O:10][C:9]([CH:11]([NH:21][C:22]3[CH:23]=[CH:24][C:25]([C:26]([O:28][CH3:29])=[O:27])=[CH:30][CH:31]=3)[CH2:12][CH2:13][CH2:14][CH2:15][S:16][CH3:17])=[C:8]([CH3:19])[C:7]=2[CH:20]=1. The yield is 0.670.